From a dataset of Forward reaction prediction with 1.9M reactions from USPTO patents (1976-2016). Predict the product of the given reaction. Given the reactants [F:1][C:2]1[CH:7]=[C:6]([F:8])[C:5]([F:9])=[CH:4][C:3]=1[CH2:10]/[CH:11]=[CH:12]/[C:13]([O:15][CH3:16])=[O:14].[CH2:17]([NH2:24])[C:18]1[CH:23]=[CH:22][CH:21]=[CH:20][CH:19]=1, predict the reaction product. The product is: [CH2:17]([NH:24][CH:11]([CH2:10][C:3]1[CH:4]=[C:5]([F:9])[C:6]([F:8])=[CH:7][C:2]=1[F:1])[CH2:12][C:13]([O:15][CH3:16])=[O:14])[C:18]1[CH:23]=[CH:22][CH:21]=[CH:20][CH:19]=1.